The task is: Predict the product of the given reaction.. This data is from Forward reaction prediction with 1.9M reactions from USPTO patents (1976-2016). Given the reactants [CH2:1]([N:8]1[CH2:13][CH2:12][N:11]([C:14](=[O:36])[CH2:15][CH2:16][C:17]2[CH:35]=[CH:34][CH:33]=[CH:32][C:18]=2[CH2:19][C:20]2[CH:31]=[CH:30][CH:29]=[CH:28][C:21]=2[CH2:22][CH2:23][NH:24][C:25](=[O:27])[CH3:26])[C@H:10]([CH2:37][C:38]2[CH:43]=[CH:42][C:41]([C:44]#N)=[CH:40][CH:39]=2)[CH2:9]1)[C:2]1[CH:7]=[CH:6][CH:5]=[CH:4][CH:3]=1.[OH-:46].[K+].Cl.C[OH:50], predict the reaction product. The product is: [C:25]([NH:24][CH2:23][CH2:22][C:21]1[CH:28]=[CH:29][CH:30]=[CH:31][C:20]=1[CH2:19][C:18]1[CH:32]=[CH:33][CH:34]=[CH:35][C:17]=1[CH2:16][CH2:15][C:14]([N:11]1[CH2:12][CH2:13][N:8]([CH2:1][C:2]2[CH:3]=[CH:4][CH:5]=[CH:6][CH:7]=2)[CH2:9][C@H:10]1[CH2:37][C:38]1[CH:39]=[CH:40][C:41]([C:44]([OH:50])=[O:46])=[CH:42][CH:43]=1)=[O:36])(=[O:27])[CH3:26].